From a dataset of Forward reaction prediction with 1.9M reactions from USPTO patents (1976-2016). Predict the product of the given reaction. (1) Given the reactants [F:1][C:2]([F:36])([F:35])[C:3]1[CH:8]=[CH:7][C:6]([C@:9]23[CH2:14][C@H:13]2[CH2:12][N:11]([CH2:15][CH2:16][CH2:17][N:18]2[CH:23]=[C:22]([N:24]4[CH:28]=[CH:27][C:26]([C:29]([F:32])([F:31])[F:30])=[N:25]4)[C:21](=[O:33])[NH:20][C:19]2=[O:34])[CH2:10]3)=[CH:5][CH:4]=1.[ClH:37], predict the reaction product. The product is: [ClH:37].[ClH:37].[F:36][C:2]([F:1])([F:35])[C:3]1[CH:4]=[CH:5][C:6]([C@:9]23[CH2:14][C@H:13]2[CH2:12][N:11]([CH2:15][CH2:16][CH2:17][N:18]2[CH:23]=[C:22]([N:24]4[CH:28]=[CH:27][C:26]([C:29]([F:32])([F:31])[F:30])=[N:25]4)[C:21](=[O:33])[NH:20][C:19]2=[O:34])[CH2:10]3)=[CH:7][CH:8]=1. (2) Given the reactants [F:1][C:2]([F:33])([F:32])[C:3]1[CH:4]=[C:5]([CH:25]=[C:26]([C:28]([F:31])([F:30])[F:29])[CH:27]=1)[CH2:6][N:7]([CH3:24])[C@@H:8]1[CH2:12][N:11]([CH2:13][C:14]2[CH:19]=[CH:18][CH:17]=[C:16]([Cl:20])[CH:15]=2)[C@H:10]([C:21]([OH:23])=O)[CH2:9]1.[F:34][C:35]([F:49])([F:48])[C:36]1[CH:37]=[C:38]([N:42]2[CH2:47][CH2:46][NH:45][CH2:44][CH2:43]2)[CH:39]=[CH:40][CH:41]=1, predict the reaction product. The product is: [F:33][C:2]([F:32])([F:1])[C:3]1[CH:4]=[C:5]([CH:25]=[C:26]([C:28]([F:31])([F:29])[F:30])[CH:27]=1)[CH2:6][N:7]([CH3:24])[C@@H:8]1[CH2:12][N:11]([CH2:13][C:14]2[CH:19]=[CH:18][CH:17]=[C:16]([Cl:20])[CH:15]=2)[C@H:10]([C:21]([N:45]2[CH2:44][CH2:43][N:42]([C:38]3[CH:39]=[CH:40][CH:41]=[C:36]([C:35]([F:48])([F:49])[F:34])[CH:37]=3)[CH2:47][CH2:46]2)=[O:23])[CH2:9]1. (3) The product is: [F:8][C:6]1[CH:5]=[C:4]([CH2:9][C:10]([NH:12][C@H:13]([C:15]([NH:19][CH:20]([C:25]2[CH:30]=[CH:29][CH:28]=[C:27]([F:31])[CH:26]=2)[C:21]([O:23][CH3:24])=[O:22])=[O:17])[CH3:14])=[O:11])[CH:3]=[C:2]([F:1])[CH:7]=1. Given the reactants [F:1][C:2]1[CH:3]=[C:4]([CH2:9][C:10]([NH:12][C@H:13]([C:15]([OH:17])=O)[CH3:14])=[O:11])[CH:5]=[C:6]([F:8])[CH:7]=1.Cl.[NH2:19][CH:20]([C:25]1[CH:30]=[CH:29][CH:28]=[C:27]([F:31])[CH:26]=1)[C:21]([O:23][CH3:24])=[O:22], predict the reaction product. (4) Given the reactants OS(O)(=O)=O.Cl.[Br:7][C:8]1[CH:13]=[CH:12][C:11]([NH:14]N)=[CH:10][CH:9]=1.O=[C:17]([CH2:21][CH3:22])[C:18]([OH:20])=[O:19].[CH3:23][CH2:24]O, predict the reaction product. The product is: [CH2:23]([O:20][C:18]([C:17]1[NH:14][C:11]2[C:12]([C:21]=1[CH3:22])=[CH:13][C:8]([Br:7])=[CH:9][CH:10]=2)=[O:19])[CH3:24]. (5) Given the reactants [Na:1].N1(C(C[C@H](CO)OCP(O)(O)=O)=O)C=C(C)C(=O)NC1=O.[N:23]1([C:31]([CH2:33][C@H:34]([CH2:47][OH:48])[O:35][CH2:36][P:37]([O:43]C(C)C)([O:39]C(C)C)=[O:38])=[O:32])[CH:30]=[CH:29][C:27]([NH2:28])=[N:26][C:24]1=[O:25].I[Si](C)(C)C, predict the reaction product. The product is: [Na:1].[N:23]1([C:31]([CH2:33][C@H:34]([CH2:47][OH:48])[O:35][CH2:36][P:37]([OH:39])([OH:43])=[O:38])=[O:32])[CH:30]=[CH:29][C:27]([NH2:28])=[N:26][C:24]1=[O:25].